From a dataset of CYP2D6 inhibition data for predicting drug metabolism from PubChem BioAssay. Regression/Classification. Given a drug SMILES string, predict its absorption, distribution, metabolism, or excretion properties. Task type varies by dataset: regression for continuous measurements (e.g., permeability, clearance, half-life) or binary classification for categorical outcomes (e.g., BBB penetration, CYP inhibition). Dataset: cyp2d6_veith. The compound is Nc1nc(-c2cccnc2)cc(-c2cc(-c3cccnc3)nc(N)n2)n1. The result is 0 (non-inhibitor).